This data is from Full USPTO retrosynthesis dataset with 1.9M reactions from patents (1976-2016). The task is: Predict the reactants needed to synthesize the given product. (1) Given the product [F:1][C:2]([F:14])([F:15])[C:3]1[CH:12]=[C:11]2[C:6]([CH:7]=[CH:8][C:9]([NH:13][C:23](=[O:25])[CH3:24])=[CH:10]2)=[CH:5][CH:4]=1, predict the reactants needed to synthesize it. The reactants are: [F:1][C:2]([F:15])([F:14])[C:3]1[CH:12]=[C:11]2[C:6]([CH:7]=[CH:8][C:9]([NH2:13])=[CH:10]2)=[CH:5][CH:4]=1.C(N(CC)CC)C.[C:23](Cl)(=[O:25])[CH3:24]. (2) Given the product [C:1]([NH:4][C:5]1[CH:6]=[C:7]([NH:11][C:12]([N:34]2[CH2:35][CH2:36][N:31]([C:28]3[S:29][CH:30]=[C:26]([C:20]4[CH:25]=[CH:24][CH:23]=[CH:22][CH:21]=4)[N:27]=3)[CH2:32][CH2:33]2)=[O:19])[CH:8]=[CH:9][CH:10]=1)(=[O:3])[CH3:2], predict the reactants needed to synthesize it. The reactants are: [C:1]([NH:4][C:5]1[CH:6]=[C:7]([NH:11][C:12](=[O:19])OCC(Cl)(Cl)Cl)[CH:8]=[CH:9][CH:10]=1)(=[O:3])[CH3:2].[C:20]1([C:26]2[N:27]=[C:28]([N:31]3[CH2:36][CH2:35][NH:34][CH2:33][CH2:32]3)[S:29][CH:30]=2)[CH:25]=[CH:24][CH:23]=[CH:22][CH:21]=1.C(N(C(C)C)CC)(C)C.CS(C)=O. (3) Given the product [N+:30]([C:27]1[CH:28]=[C:29]2[C:24](=[CH:25][CH:26]=1)[N:23]([CH2:33][O:34][CH2:35][CH2:36][Si:37]([CH3:40])([CH3:39])[CH3:38])[N:22]=[C:21]2[C:48]#[C:47][C:41]1[CH:46]=[CH:45][CH:44]=[CH:43][CH:42]=1)([O-:32])=[O:31], predict the reactants needed to synthesize it. The reactants are: C1(P(C2C=CC=CC=2)C2C=CC=CC=2)C=CC=CC=1.I[C:21]1[C:29]2[C:24](=[CH:25][CH:26]=[C:27]([N+:30]([O-:32])=[O:31])[CH:28]=2)[N:23]([CH2:33][O:34][CH2:35][CH2:36][Si:37]([CH3:40])([CH3:39])[CH3:38])[N:22]=1.[C:41]1([C:47]#[CH:48])[CH:46]=[CH:45][CH:44]=[CH:43][CH:42]=1.C(N(CC)CC)C. (4) Given the product [C:1]1([C:20]2[CH:25]=[CH:24][CH:23]=[CH:22][CH:21]=2)[CH:6]=[CH:5][CH:4]=[CH:3][C:2]=1[CH2:7][N:8]1[C:16]2[C:11](=[C:12]([OH:17])[CH:13]=[CH:14][CH:15]=2)[CH:10]=[C:9]1[CH3:19], predict the reactants needed to synthesize it. The reactants are: [C:1]1([C:20]2[CH:25]=[CH:24][CH:23]=[CH:22][CH:21]=2)[CH:6]=[CH:5][CH:4]=[CH:3][C:2]=1[CH2:7][N:8]1[C:16]2[C:11](=[C:12]([O:17]C)[CH:13]=[CH:14][CH:15]=2)[CH:10]=[C:9]1[CH3:19].